This data is from Catalyst prediction with 721,799 reactions and 888 catalyst types from USPTO. The task is: Predict which catalyst facilitates the given reaction. (1) The catalyst class is: 42. Reactant: Br[C:2]1[N:10]([CH2:11][C:12]2[CH:17]=[CH:16][C:15]([Cl:18])=[CH:14][CH:13]=2)[C:9]2[C:8](=[O:19])[NH:7][C:6](=[O:20])[N:5]([CH3:21])[C:4]=2[N:3]=1.[F:22][C:23]([F:32])([F:31])[C:24]1[CH:25]=[C:26]([OH:30])[CH:27]=[CH:28][CH:29]=1.C(=O)([O-])[O-].[K+].[K+]. Product: [Cl:18][C:15]1[CH:16]=[CH:17][C:12]([CH2:11][N:10]2[C:9]3[C:8](=[O:19])[NH:7][C:6](=[O:20])[N:5]([CH3:21])[C:4]=3[N:3]=[C:2]2[O:30][C:26]2[CH:27]=[CH:28][CH:29]=[C:24]([C:23]([F:22])([F:31])[F:32])[CH:25]=2)=[CH:13][CH:14]=1. (2) Reactant: C([O:8][C:9]1[CH:14]=[CH:13][C:12]([CH2:15][C:16]([N:18]([CH3:20])[CH3:19])=[O:17])=[C:11]([CH3:21])[CH:10]=1)C1C=CC=CC=1. Product: [OH:8][C:9]1[CH:14]=[CH:13][C:12]([CH2:15][C:16]([N:18]([CH3:19])[CH3:20])=[O:17])=[C:11]([CH3:21])[CH:10]=1. The catalyst class is: 261. (3) Reactant: CS(C)=O.C(Cl)(=O)C(Cl)=O.[OH:11][CH2:12][CH2:13][CH2:14][C@@:15]1([C:30]([O:32][CH3:33])=[O:31])[CH2:19][CH2:18][CH2:17][N:16]1[C:20]([O:22][CH2:23][C:24]1[CH:29]=[CH:28][CH:27]=[CH:26][CH:25]=1)=[O:21].C(N(CC)CC)C. Product: [O:11]=[CH:12][CH2:13][CH2:14][C@@:15]1([C:30]([O:32][CH3:33])=[O:31])[CH2:19][CH2:18][CH2:17][N:16]1[C:20]([O:22][CH2:23][C:24]1[CH:25]=[CH:26][CH:27]=[CH:28][CH:29]=1)=[O:21]. The catalyst class is: 34. (4) Reactant: O=[C:2]1[O:3][CH2:4][CH2:5]/[C:6]/1=[CH:7]/[O-:8].[Na+].[NH2:10][C:11]([NH2:13])=[O:12]. Product: [OH:3][CH2:4][CH2:5][C:6]1[C:7]([OH:8])=[N:10][C:11]([OH:12])=[N:13][CH:2]=1. The catalyst class is: 8.